Dataset: Forward reaction prediction with 1.9M reactions from USPTO patents (1976-2016). Task: Predict the product of the given reaction. (1) Given the reactants O[C:2]1[C:3]2[N:11]=[CH:10][CH:9]=[C:8]([C:12]([NH2:14])=[O:13])[C:4]=2[N:5]=[CH:6][N:7]=1.Cl.[NH2:16][C@@H:17]([C:33]1[CH:38]=[C:37]([F:39])[C:36]([O:40][CH3:41])=[CH:35][C:34]=1[F:42])[CH2:18][N:19]([CH3:32])S(C1C=CC([N+]([O-])=O)=CC=1)(=O)=O, predict the reaction product. The product is: [F:42][C:34]1[CH:35]=[C:36]([O:40][CH3:41])[C:37]([F:39])=[CH:38][C:33]=1[C@H:17]([NH:16][C:2]1[C:3]2[N:11]=[CH:10][CH:9]=[C:8]([C:12]([NH2:14])=[O:13])[C:4]=2[N:5]=[CH:6][N:7]=1)[CH2:18][NH:19][CH3:32]. (2) Given the reactants [CH:1](/[N:14]=[CH:15]/[C:16]1[CH:23]=[CH:22][C:19]([C:20]#[N:21])=[CH:18][CH:17]=1)([C:8]1[CH:13]=[CH:12][CH:11]=[CH:10][CH:9]=1)[C:2]1[CH:7]=[CH:6][CH:5]=[CH:4][CH:3]=1.[CH:24]([N:37](C)C(=O)[C@@H](NC(NC1C=C(C(F)(F)F)C=C(C(F)(F)F)C=1)=S)C(C)(C)C)(C1C=CC=CC=1)C1C=CC=CC=1, predict the reaction product. The product is: [CH:1]([NH:14][C@@H:15]([C:24]#[N:37])[C:16]1[CH:17]=[CH:18][C:19]([C:20]#[N:21])=[CH:22][CH:23]=1)([C:8]1[CH:13]=[CH:12][CH:11]=[CH:10][CH:9]=1)[C:2]1[CH:3]=[CH:4][CH:5]=[CH:6][CH:7]=1. (3) Given the reactants [NH2:1][CH2:2][C:3]1[CH:4]=[C:5]2[C:10](=[CH:11][CH:12]=1)[N:9]=[CH:8][CH:7]=[CH:6]2.N1C2C(=CC(C#N)=CC=2)C=CC=1.N.C[OH:27], predict the reaction product. The product is: [N:9]1[C:10]2[C:5](=[CH:4][C:3]([C:2]([NH2:1])=[O:27])=[CH:12][CH:11]=2)[CH:6]=[CH:7][CH:8]=1. (4) Given the reactants [NH2:1][C:2]1[CH:3]=[N:4][CH:5]=[CH:6][C:7]=1[N:8]1[CH2:13][C@H:12]([CH3:14])[CH2:11][C@H:10]([NH:15][C:16](=[O:22])[O:17][C:18]([CH3:21])([CH3:20])[CH3:19])[CH2:9]1.[CH2:23]([C:26]1[O:34][C:33]2[C:28](=[N:29][C:30]([C:35](O)=[O:36])=[CH:31][CH:32]=2)[CH:27]=1)[CH2:24][CH3:25].CCN(C(C)C)C(C)C.CN(C(ON1N=NC2C=CC=NC1=2)=[N+](C)C)C.F[P-](F)(F)(F)(F)F, predict the reaction product. The product is: [CH3:14][C@H:12]1[CH2:13][N:8]([C:7]2[CH:6]=[CH:5][N:4]=[CH:3][C:2]=2[NH:1][C:35]([C:30]2[N:29]=[C:28]3[CH:27]=[C:26]([CH2:23][CH2:24][CH3:25])[O:34][C:33]3=[CH:32][CH:31]=2)=[O:36])[CH2:9][C@@H:10]([NH:15][C:16](=[O:22])[O:17][C:18]([CH3:21])([CH3:20])[CH3:19])[CH2:11]1. (5) Given the reactants [C:1]([O:5][C:6]([NH:8][C@H:9]1[CH2:13][CH2:12][N:11]([S:14]([C:17]2[C:18]3[C:19](Br)=[CH:20][N:21]=[CH:22][C:23]=3[CH:24]=[CH:25][CH:26]=2)(=[O:16])=[O:15])[CH2:10]1)=[O:7])([CH3:4])([CH3:3])[CH3:2].C1(P(C2C=CC=CC=2)C2C=CC3C(=CC=CC=3)C=2C2C3C(=CC=CC=3)C=CC=2P(C2C=CC=CC=2)C2C=CC=CC=2)C=CC=CC=1.[C:74](=[O:81])([O:76][C:77]([CH3:80])([CH3:79])[CH3:78])[NH2:75].C(=O)([O-])[O-].[Cs+].[Cs+], predict the reaction product. The product is: [C:1]([O:5][C:6]([NH:8][C@H:9]1[CH2:13][CH2:12][N:11]([S:14]([C:17]2[C:18]3[C:19]([NH:75][C:74]([O:76][C:77]([CH3:80])([CH3:79])[CH3:78])=[O:81])=[CH:20][N:21]=[CH:22][C:23]=3[CH:24]=[CH:25][CH:26]=2)(=[O:16])=[O:15])[CH2:10]1)=[O:7])([CH3:4])([CH3:3])[CH3:2].